Predict the reactants needed to synthesize the given product. From a dataset of Full USPTO retrosynthesis dataset with 1.9M reactions from patents (1976-2016). (1) Given the product [Br:1][C:2]1[CH:11]=[CH:10][CH:9]=[C:8]2[C:3]=1[CH:4]=[CH:5][C:6]([C:12]#[N:20])=[CH:7]2, predict the reactants needed to synthesize it. The reactants are: [Br:1][C:2]1[CH:11]=[CH:10][CH:9]=[C:8]2[C:3]=1[CH:4]=[CH:5][C:6]([C:12](O)=O)=[CH:7]2.CS(Cl)(=O)=O.[N:20]1C=CC=CC=1. (2) Given the product [OH:1][CH:2]([C:4]1[O:5][C:6](=[O:28])[C:7]2[C:12]([C:13]=1[C:14]1[S:15][C:16]([CH:19]=[O:20])=[CH:17][CH:18]=1)=[CH:11][CH:10]=[CH:9][CH:8]=2)[CH3:3], predict the reactants needed to synthesize it. The reactants are: [OH:1][CH:2]([C:4]1[O:5][C:6](=[O:28])[C:7]2[C:12]([C:13]=1[C:14]1[S:15][C:16]([CH:19]3OC(C)(C)C(C)(C)[O:20]3)=[CH:17][CH:18]=1)=[CH:11][CH:10]=[CH:9][CH:8]=2)[CH3:3].Cl. (3) The reactants are: [NH2:1][C:2]1[CH:3]=[C:4]([C:8]#[C:9][C:10]2[C:11]([NH2:17])=[N:12][CH:13]=[N:14][C:15]=2[NH2:16])[CH:5]=[CH:6][CH:7]=1.[C:18]1([N:24]=[C:25]=[O:26])[CH:23]=[CH:22][CH:21]=[CH:20][CH:19]=1. Given the product [NH2:16][C:15]1[C:10]([C:9]#[C:8][C:4]2[CH:3]=[C:2]([NH:1][C:25]([NH:24][C:18]3[CH:23]=[CH:22][CH:21]=[CH:20][CH:19]=3)=[O:26])[CH:7]=[CH:6][CH:5]=2)=[C:11]([NH2:17])[N:12]=[CH:13][N:14]=1, predict the reactants needed to synthesize it. (4) Given the product [CH3:1][N:2]([CH2:4][CH2:5][CH2:6][C:7]1([C:18]2[CH:23]=[CH:22][C:21]([F:24])=[CH:20][CH:19]=2)[O:15][CH2:14][C:13]2[CH:12]=[C:11]([C:16]#[N:17])[CH:10]=[CH:9][C:8]1=2)[CH3:3].[BrH:25], predict the reactants needed to synthesize it. The reactants are: [CH3:1][N:2]([CH2:4][CH2:5][CH2:6][C:7]1([C:18]2[CH:19]=[CH:20][C:21]([F:24])=[CH:22][CH:23]=2)[O:15][CH2:14][C:13]2[CH:12]=[C:11]([C:16]#[N:17])[CH:10]=[CH:9][C:8]1=2)[CH3:3].[BrH:25]. (5) Given the product [CH2:29]1[C:30]2([O:4][CH2:1][CH2:2][O:3]2)[CH2:31][CH:28]1[C:26]1[O:25][N:24]=[C:23]([C:20]2[CH:21]=[CH:22][C:17]([CH3:16])=[C:18]([NH:33][C:34]([C:36]3[N:40]4[CH:41]=[CH:42][CH:43]=[CH:44][C:39]4=[N:38][CH:37]=3)=[O:35])[CH:19]=2)[N:27]=1, predict the reactants needed to synthesize it. The reactants are: [CH2:1]([OH:4])[CH2:2][OH:3].CC1C=CC(S(O)(=O)=O)=CC=1.[CH3:16][C:17]1[CH:22]=[CH:21][C:20]([C:23]2[N:27]=[C:26]([CH:28]3[CH2:31][C:30](=O)[CH2:29]3)[O:25][N:24]=2)=[CH:19][C:18]=1[NH:33][C:34]([C:36]1[N:40]2[CH:41]=[CH:42][CH:43]=[CH:44][C:39]2=[N:38][CH:37]=1)=[O:35]. (6) Given the product [CH3:18][O:17][C:15]([C:14]1[CH:19]=[CH:20][CH:21]=[CH:22][C:13]=1[NH:12][CH:25]([C:6]1[CH:7]=[N:8][C:3]([O:2][CH3:1])=[CH:4][CH:5]=1)[C:26]([OH:28])=[O:27])=[O:16], predict the reactants needed to synthesize it. The reactants are: [CH3:1][O:2][C:3]1[N:8]=[CH:7][C:6](B(O)O)=[CH:5][CH:4]=1.[NH2:12][C:13]1[CH:22]=[CH:21][CH:20]=[CH:19][C:14]=1[C:15]([O:17][CH3:18])=[O:16].O.O=[CH:25][C:26]([OH:28])=[O:27]. (7) Given the product [Cl:1][C:2]1[N:3]=[CH:4][C:5]2[CH:10]=[CH:9][N:8]([C:43]3[CH:42]=[CH:41][C:40]([S:19]([CH3:18])(=[O:21])=[O:20])=[CH:39][CH:44]=3)[C:6]=2[N:7]=1, predict the reactants needed to synthesize it. The reactants are: [Cl:1][C:2]1[N:3]=[CH:4][C:5]2[CH:10]=[CH:9][NH:8][C:6]=2[N:7]=1.BrC1C=CC([CH2:18][S:19](CC2C=CC(Br)=CC=2)(=[O:21])=[O:20])=CC=1.[O-]P([O-])([O-])=O.[K+].[K+].[K+].N[C@@H:39]1[CH2:44][CH2:43][CH2:42][CH2:41][C@H:40]1N.